Task: Predict the reactants needed to synthesize the given product.. Dataset: Full USPTO retrosynthesis dataset with 1.9M reactions from patents (1976-2016) (1) Given the product [Br:26][C:12]1[NH:11][C:10]2[C:9](=[O:15])[N:8]3[N:16]=[N:17][N:18]=[C:7]3[N:6]([CH2:1][CH2:2][CH2:3][CH2:4][CH3:5])[C:14]=2[N:13]=1, predict the reactants needed to synthesize it. The reactants are: [CH2:1]([N:6]1[C:14]2[N:13]=[CH:12][NH:11][C:10]=2[C:9](=[O:15])[N:8]2[N:16]=[N:17][N:18]=[C:7]12)[CH2:2][CH2:3][CH2:4][CH3:5].C1C(=O)N([Br:26])C(=O)C1. (2) The reactants are: [OH:1][C:2]1[C:3]2[C:22]([CH3:23])=[CH:21][S:20][C:4]=2[N:5]([CH3:19])[C:6](=[O:18])[C:7]=1[C:8]([N:10]([C:12]1[CH:17]=[CH:16][CH:15]=[CH:14][CH:13]=1)[CH3:11])=[O:9].[C:24](Cl)(=[O:29])[C:25]([CH3:28])([CH3:27])[CH3:26].Cl. Given the product [CH3:23][C:22]1[C:3]2[C:2]([O:1][C:24](=[O:29])[C:25]([CH3:28])([CH3:27])[CH3:26])=[C:7]([C:8](=[O:9])[N:10]([CH3:11])[C:12]3[CH:17]=[CH:16][CH:15]=[CH:14][CH:13]=3)[C:6](=[O:18])[N:5]([CH3:19])[C:4]=2[S:20][CH:21]=1, predict the reactants needed to synthesize it. (3) Given the product [CH2:20]([NH:19][C:17](/[C:16](=[CH:10]/[CH:9]=[CH:8]/[C:7]1[CH:12]=[CH:13][C:4]([N+:1]([O-:3])=[O:2])=[CH:5][CH:6]=1)/[C:14]#[N:15])=[O:18])[C:21]1[CH:26]=[CH:25][CH:24]=[CH:23][CH:22]=1, predict the reactants needed to synthesize it. The reactants are: [N+:1]([C:4]1[CH:13]=[CH:12][C:7]([CH:8]=[CH:9][CH:10]=O)=[CH:6][CH:5]=1)([O-:3])=[O:2].[C:14]([CH2:16][C:17]([N-:19][CH2:20][C:21]1[CH:26]=[CH:25][CH:24]=[CH:23][CH:22]=1)=[O:18])#[N:15]. (4) Given the product [CH3:3][C:4]1[N:8]([CH:9]2[CH2:15][CH:14]3[N:16]([CH2:17][CH2:18][C:19]4([C:25]5[CH:30]=[CH:29][CH:28]=[CH:27][CH:26]=5)[CH2:20][CH2:21][N:22]([C:42]([C:43]5[CH:51]=[CH:50][CH:49]=[CH:48][C:44]=5[C:45]([OH:47])=[O:46])=[O:52])[CH2:23][CH2:24]4)[CH:11]([CH2:12][CH2:13]3)[CH2:10]2)[C:7]2[CH:31]=[CH:32][CH:33]=[CH:34][C:6]=2[N:5]=1, predict the reactants needed to synthesize it. The reactants are: Cl.Cl.[CH3:3][C:4]1[N:8]([CH:9]2[CH2:15][CH:14]3[N:16]([CH2:17][CH2:18][C:19]4([C:25]5[CH:30]=[CH:29][CH:28]=[CH:27][CH:26]=5)[CH2:24][CH2:23][NH:22][CH2:21][CH2:20]4)[CH:11]([CH2:12][CH2:13]3)[CH2:10]2)[C:7]2[CH:31]=[CH:32][CH:33]=[CH:34][C:6]=2[N:5]=1.C(N(CC)CC)C.[C:42]1(=[O:52])[O:47][C:45](=[O:46])[C:44]2=[CH:48][CH:49]=[CH:50][CH:51]=[C:43]12.